From a dataset of Full USPTO retrosynthesis dataset with 1.9M reactions from patents (1976-2016). Predict the reactants needed to synthesize the given product. The reactants are: [CH2:1]([O:8][C:9]1[CH:14]=[CH:13][C:12]([C:15]2[NH:27][C:18]3=[N:19][CH:20]=[CH:21][C:22]([CH2:23][C:24](O)=[O:25])=[C:17]3[N:16]=2)=[CH:11][CH:10]=1)[C:2]1[CH:7]=[CH:6][CH:5]=[CH:4][CH:3]=1.C[CH2:29][N:30]=C=NCCCN(C)C.Cl.CN.CCO. Given the product [CH2:1]([O:8][C:9]1[CH:14]=[CH:13][C:12]([C:15]2[NH:27][C:18]3=[N:19][CH:20]=[CH:21][C:22]([CH2:23][C:24]([NH:30][CH3:29])=[O:25])=[C:17]3[N:16]=2)=[CH:11][CH:10]=1)[C:2]1[CH:3]=[CH:4][CH:5]=[CH:6][CH:7]=1, predict the reactants needed to synthesize it.